Dataset: Reaction yield outcomes from USPTO patents with 853,638 reactions. Task: Predict the reaction yield, written as a fraction of the theoretical maximum amount of product (1.0 means a 100% yield; for example, 0.34 means a 34% yield). (1) The reactants are [H-].[Al+3].[Li+].[H-].[H-].[H-].[C:7]1([CH:13]([C:17]2[CH:22]=[CH:21][CH:20]=[CH:19][CH:18]=2)[C:14](O)=[O:15])[CH:12]=[CH:11][CH:10]=[CH:9][CH:8]=1. The catalyst is C(OCC)C. The product is [C:17]1([CH:13]([C:7]2[CH:8]=[CH:9][CH:10]=[CH:11][CH:12]=2)[CH2:14][OH:15])[CH:18]=[CH:19][CH:20]=[CH:21][CH:22]=1. The yield is 0.860. (2) The reactants are [C:1]([N:8]1[CH2:13][CH2:12][S:11][CH2:10][CH:9]1C(O)=O)([O:3][C:4](C)(C)[CH3:5])=[O:2].Cl.C(OC(=O)[C@H](CS)N)C.C(N(CC)CC)C.BrC(Br)C. The catalyst is C1COCC1. The product is [CH2:4]([O:3][C:1]([N:8]1[CH2:9][CH2:10][S:11][CH2:12][CH2:13]1)=[O:2])[CH3:5]. The yield is 0.870.